From a dataset of Reaction yield outcomes from USPTO patents with 853,638 reactions. Predict the reaction yield, written as a fraction of the theoretical maximum amount of product (1.0 means a 100% yield; for example, 0.34 means a 34% yield). (1) The reactants are [Cl:1][C:2]1[CH:7]=[CH:6][C:5](Br)=[CH:4][C:3]=1[CH3:9].[CH3:10][N:11]1[CH:15]=[C:14](B2OC(C)(C)C(C)(C)O2)[CH:13]=[N:12]1.C([O-])([O-])=O.[K+].[K+]. The catalyst is C1COCC1.O.C1C=CC(P(C2C=CC=CC=2)[C-]2C=CC=C2)=CC=1.C1C=CC(P(C2C=CC=CC=2)[C-]2C=CC=C2)=CC=1.Cl[Pd]Cl.[Fe+2]. The product is [Cl:1][C:2]1[CH:7]=[CH:6][C:5]([C:14]2[CH:13]=[N:12][N:11]([CH3:10])[CH:15]=2)=[CH:4][C:3]=1[CH3:9]. The yield is 0.700. (2) The yield is 0.980. No catalyst specified. The reactants are [N+:1]([C:4]1(O)[CH:9]=[CH:8][CH:7]=[CH:6][CH:5]1[O:10]C)([O-:3])=[O:2].CN([CH:16]=[O:17])C.N#N.Br[CH:21]([CH3:23])[CH3:22]. The product is [CH:21]([O:10][C:5]1[C:6]([O:17][CH3:16])=[CH:7][CH:8]=[CH:9][C:4]=1[N+:1]([O-:3])=[O:2])([CH3:23])[CH3:22]. (3) The reactants are [NH2:1][C:2]1[N:7]=[C:6]2[S:8][N:9]([CH2:12][C:13](=[O:20])[N:14]3[CH2:19][CH2:18][NH:17][CH2:16][CH2:15]3)[C:10](=[O:11])[C:5]2=[C:4]([CH3:21])[CH:3]=1.C(O)(C(F)(F)F)=O.Cl[C:30]([O:32][C:33]1[CH:38]=[CH:37][C:36]([N+:39]([O-:41])=[O:40])=[CH:35][CH:34]=1)=[O:31].CC(=O)OCC. The catalyst is CN(C1C=CN=CC=1)C.CN(C=O)C. The product is [NH2:1][C:2]1[N:7]=[C:6]2[S:8][N:9]([CH2:12][C:13]([N:14]3[CH2:15][CH2:16][N:17]([C:30]([O:32][C:33]4[CH:34]=[CH:35][C:36]([N+:39]([O-:41])=[O:40])=[CH:37][CH:38]=4)=[O:31])[CH2:18][CH2:19]3)=[O:20])[C:10](=[O:11])[C:5]2=[C:4]([CH3:21])[CH:3]=1. The yield is 0.210.